From a dataset of Catalyst prediction with 721,799 reactions and 888 catalyst types from USPTO. Predict which catalyst facilitates the given reaction. (1) Reactant: Br[C:2]1[CH:7]=[CH:6][C:5]([CH3:8])=[CH:4][CH:3]=1.[Cu]([C:12]#[N:13])C#N. The catalyst class is: 9. Product: [CH3:8][C:5]1[CH:6]=[CH:7][C:2]([C:12]#[N:13])=[CH:3][CH:4]=1. (2) Reactant: I.[NH2:2][C:3]1[C:4]([C:11]([NH:13][C:14](=[NH:17])SC)=[O:12])=[N:5][C:6]([Cl:10])=[C:7]([NH2:9])[N:8]=1.Br.[OH:19][C:20]1[CH:21]=[C:22]([CH2:27][CH2:28][CH2:29][CH2:30][NH2:31])[CH:23]=[CH:24][C:25]=1[OH:26]. Product: [ClH:10].[OH:19][C:20]1[CH:21]=[C:22]([CH2:27][CH2:28][CH2:29][CH2:30][NH:31][C:14]([NH:13][C:11]([C:4]2[C:3]([NH2:2])=[N:8][C:7]([NH2:9])=[C:6]([Cl:10])[N:5]=2)=[O:12])=[NH:17])[CH:23]=[CH:24][C:25]=1[OH:26]. The catalyst class is: 531. (3) Reactant: [CH3:1][N:2]1[C:7](=[O:8])[C:6]2=[CH:9][N:10]([CH2:12][C:13]3[CH:18]=[CH:17][C:16]([C:19]4[CH:24]=[CH:23][CH:22]=[CH:21][N:20]=4)=[CH:15][CH:14]=3)[CH:11]=[C:5]2[N:4]2[C@H:25]3[CH2:30][CH2:29][CH2:28][C@H:26]3[N:27]=[C:3]12.[C:31]1([S:37][S:37][C:31]2[CH:36]=[CH:35][CH:34]=[CH:33][CH:32]=2)[CH:36]=[CH:35][CH:34]=[CH:33][CH:32]=1.[Li+].C[Si]([N-][Si](C)(C)C)(C)C. Product: [CH3:1][N:2]1[C:7](=[O:8])[C:6]2=[C:9]([S:37][C:31]3[CH:36]=[CH:35][CH:34]=[CH:33][CH:32]=3)[N:10]([CH2:12][C:13]3[CH:14]=[CH:15][C:16]([C:19]4[CH:24]=[CH:23][CH:22]=[CH:21][N:20]=4)=[CH:17][CH:18]=3)[CH:11]=[C:5]2[N:4]2[C@H:25]3[CH2:30][CH2:29][CH2:28][C@H:26]3[N:27]=[C:3]12. The catalyst class is: 1.